This data is from Forward reaction prediction with 1.9M reactions from USPTO patents (1976-2016). The task is: Predict the product of the given reaction. (1) Given the reactants [CH3:1][NH:2][C@H:3]([C:14]([OH:16])=[O:15])[C:4]([CH3:13])([CH3:12])[C:5]1[CH:10]=[CH:9][CH:8]=[C:7]([CH3:11])[CH:6]=1.Cl.[CH3:18]/[C:19](=[CH:25]\[C@@H:26]([N:30]([CH3:39])[C:31](=[O:38])[C@H:32]([C:34]([CH3:37])([CH3:36])[CH3:35])[NH2:33])[CH:27]([CH3:29])[CH3:28])/[C:20]([O:22][CH2:23][CH3:24])=[O:21].F[P-](F)(F)(F)(F)F.N1(O[P+](N2CCCC2)(N2CCCC2)N2CCCC2)C2C=CC=CC=2N=N1.C(N(C(C)C)CC)(C)C, predict the reaction product. The product is: [CH3:1][NH:2][C@H:3]([C:14]([NH:33][C@H:32]([C:31]([N:30]([C@@H:26]([CH:27]([CH3:28])[CH3:29])/[CH:25]=[C:19](\[CH3:18])/[C:20]([O:22][CH2:23][CH3:24])=[O:21])[CH3:39])=[O:38])[C:34]([CH3:36])([CH3:37])[CH3:35])=[O:16])[C:4]([CH3:12])([CH3:13])[C:5]1[CH:10]=[CH:9][CH:8]=[C:7]([CH3:11])[CH:6]=1.[CH3:1][NH:2][C@@H:3]([C:14]([NH:33][C@H:32]([C:31]([N:30]([C@@H:26]([CH:27]([CH3:29])[CH3:28])/[CH:25]=[C:19](\[CH3:18])/[C:20]([O:22][CH2:23][CH3:24])=[O:21])[CH3:39])=[O:38])[C:34]([CH3:36])([CH3:35])[CH3:37])=[O:15])[C:4]([CH3:13])([CH3:12])[C:5]1[CH:10]=[CH:9][CH:8]=[C:7]([CH3:11])[CH:6]=1. (2) The product is: [F:1][CH:2]([C:8]1[CH:13]=[CH:12][CH:11]=[CH:10][C:9]=1[C:14]1[CH:19]=[CH:18][CH:17]=[C:16]([F:20])[CH:15]=1)[C:3]([OH:5])=[O:4]. Given the reactants [F:1][CH:2]([C:8]1[CH:13]=[CH:12][CH:11]=[CH:10][C:9]=1[C:14]1[CH:19]=[CH:18][CH:17]=[C:16]([F:20])[CH:15]=1)[C:3]([O:5]CC)=[O:4].O.[OH-].[Li+].C(O)(=O)CC(CC(O)=O)(C(O)=O)O, predict the reaction product.